From a dataset of Full USPTO retrosynthesis dataset with 1.9M reactions from patents (1976-2016). Predict the reactants needed to synthesize the given product. (1) Given the product [C:1]([O:5][C:6](=[O:22])[NH:7][C@@H:8]([CH2:9][C:10]1[CH:15]=[CH:14][CH:13]=[C:12]([CH2:16][CH:17]=[CH2:18])[CH:11]=1)[C@H:19]([OH:20])[CH2:21][NH:30][CH2:29][C:28]1[CH:31]=[CH:32][CH:33]=[C:26]([CH:23]([CH3:25])[CH3:24])[CH:27]=1)([CH3:4])([CH3:3])[CH3:2], predict the reactants needed to synthesize it. The reactants are: [C:1]([O:5][C:6](=[O:22])[NH:7][C@H:8]([C@H:19]1[CH2:21][O:20]1)[CH2:9][C:10]1[CH:15]=[CH:14][CH:13]=[C:12]([CH2:16][CH:17]=[CH2:18])[CH:11]=1)([CH3:4])([CH3:3])[CH3:2].[CH:23]([C:26]1[CH:27]=[C:28]([CH:31]=[CH:32][CH:33]=1)[CH2:29][NH2:30])([CH3:25])[CH3:24]. (2) The reactants are: [H-].[H-].[H-].[H-].[Li+].[Al+3].[F:7][C:8]1[CH:9]=[CH:10][C:11]2[S:24][C:23]3[CH:25]=[CH:26][CH:27]=[CH:28][C:22]=3[CH2:21][C:14]3([CH2:19][NH:18][C:17](=O)[CH2:16][O:15]3)[C:12]=2[CH:13]=1.O.C(OCC)C. Given the product [F:7][C:8]1[CH:9]=[CH:10][C:11]2[S:24][C:23]3[CH:25]=[CH:26][CH:27]=[CH:28][C:22]=3[CH2:21][C:14]3([CH2:19][NH:18][CH2:17][CH2:16][O:15]3)[C:12]=2[CH:13]=1, predict the reactants needed to synthesize it. (3) Given the product [CH2:1]([O:3][C:4]([C:6]1([C:9]2[CH:10]=[CH:11][C:12]([C:15]3[CH:20]=[CH:19][C:18]([C:21]4[O:25][N:24]=[C:23]([CH3:26])[C:22]=4[CH2:27][NH:28][C:37]([NH:36][CH2:29][C:30]4[CH:35]=[CH:34][CH:33]=[CH:32][CH:31]=4)=[O:38])=[CH:17][CH:16]=3)=[CH:13][CH:14]=2)[CH2:8][CH2:7]1)=[O:5])[CH3:2], predict the reactants needed to synthesize it. The reactants are: [CH2:1]([O:3][C:4]([C:6]1([C:9]2[CH:14]=[CH:13][C:12]([C:15]3[CH:20]=[CH:19][C:18]([C:21]4[O:25][N:24]=[C:23]([CH3:26])[C:22]=4[CH2:27][NH2:28])=[CH:17][CH:16]=3)=[CH:11][CH:10]=2)[CH2:8][CH2:7]1)=[O:5])[CH3:2].[CH2:29]([N:36]=[C:37]=[O:38])[C:30]1[CH:35]=[CH:34][CH:33]=[CH:32][CH:31]=1. (4) The reactants are: [C:1]([C:3]1[CH:9]=[CH:8][C:6]([NH2:7])=[CH:5][C:4]=1[Cl:10])#[N:2].[O:11]1[CH2:13][C@@H:12]1[CH2:14][N:15]1[C:23](=[O:24])[C:22]2[C:17](=[CH:18][CH:19]=[CH:20][CH:21]=2)[C:16]1=[O:25]. Given the product [C:1]([C:3]1[CH:9]=[CH:8][C:6]([NH:7][CH2:13][C@@H:12]([OH:11])[CH2:14][N:15]2[C:16](=[O:25])[C:17]3[C:22](=[CH:21][CH:20]=[CH:19][CH:18]=3)[C:23]2=[O:24])=[CH:5][C:4]=1[Cl:10])#[N:2], predict the reactants needed to synthesize it. (5) Given the product [F:31][C:2]([F:1])([F:30])[C@H:3]1[CH2:8][CH2:7][C@H:6]([NH:9][C:10](=[O:29])[C:11]2[CH:16]=[C:15]([NH2:17])[C:14]([NH:20][CH3:21])=[N:13][C:12]=2[N:22]2[CH2:27][CH2:26][CH:25]([F:28])[CH2:24][CH2:23]2)[CH2:5][CH2:4]1, predict the reactants needed to synthesize it. The reactants are: [F:1][C:2]([F:31])([F:30])[C@H:3]1[CH2:8][CH2:7][C@H:6]([NH:9][C:10](=[O:29])[C:11]2[CH:16]=[C:15]([N+:17]([O-])=O)[C:14]([NH:20][CH3:21])=[N:13][C:12]=2[N:22]2[CH2:27][CH2:26][CH:25]([F:28])[CH2:24][CH2:23]2)[CH2:5][CH2:4]1. (6) Given the product [CH:21]([O:17][C:4]1[CH:5]=[CH:6][C:7]([B:8]2[O:12][C:11]([CH3:13])([CH3:14])[C:10]([CH3:16])([CH3:15])[O:9]2)=[C:2]([CH3:1])[CH:3]=1)([CH3:23])[CH3:22], predict the reactants needed to synthesize it. The reactants are: [CH3:1][C:2]1[CH:3]=[C:4]([OH:17])[CH:5]=[CH:6][C:7]=1[B:8]1[O:12][C:11]([CH3:14])([CH3:13])[C:10]([CH3:16])([CH3:15])[O:9]1.[H-].[Na+].I[CH:21]([CH3:23])[CH3:22]. (7) Given the product [Br:6][C:7]1[CH:12]=[CH:11][C:10]([NH:13][CH2:14][CH:15]([N:17]2[CH2:21][CH2:20][CH2:19][CH2:18]2)[CH3:16])=[CH:9][CH:8]=1, predict the reactants needed to synthesize it. The reactants are: O1CCCC1.[Br:6][C:7]1[CH:12]=[CH:11][C:10]([NH:13][C:14](=O)[CH:15]([N:17]2[CH2:21][CH2:20][CH2:19][CH2:18]2)[CH3:16])=[CH:9][CH:8]=1.